Dataset: Full USPTO retrosynthesis dataset with 1.9M reactions from patents (1976-2016). Task: Predict the reactants needed to synthesize the given product. (1) Given the product [OH:1][C@@H:2]([C@@H:23]([C:25]1[CH:26]=[C:27]([CH3:31])[CH:28]=[CH:29][CH:30]=1)[CH3:24])/[CH:3]=[CH:4]/[C@H:5]1[C@H:12]([OH:13])[CH2:11][C@H:10]2[C@@H:6]1[CH2:7][C:8](=[O:22])[O:9]2, predict the reactants needed to synthesize it. The reactants are: [OH:1][C@@H:2]([C@@H:23]([C:25]1[CH:26]=[C:27]([CH3:31])[CH:28]=[CH:29][CH:30]=1)[CH3:24])/[CH:3]=[CH:4]/[C@H:5]1[C@H:12]([O:13]C(=O)C2C=CC=CC=2)[CH2:11][C@H:10]2[C@@H:6]1[CH2:7][C:8](=[O:22])[O:9]2.C(=O)([O-])[O-].[K+].[K+].C(O)(=O)C. (2) Given the product [CH3:1][O:2][C:3]1[CH:4]=[C:5]([N:12]2[CH2:17][CH2:16][O:15][CH2:14][CH2:13]2)[CH:6]=[CH:7][C:8]=1[NH2:9], predict the reactants needed to synthesize it. The reactants are: [CH3:1][O:2][C:3]1[CH:4]=[C:5]([N:12]2[CH2:17][CH2:16][O:15][CH2:14][CH2:13]2)[CH:6]=[CH:7][C:8]=1[N+:9]([O-])=O.[Sn](Cl)Cl.